Task: Predict the reactants needed to synthesize the given product.. Dataset: Full USPTO retrosynthesis dataset with 1.9M reactions from patents (1976-2016) (1) Given the product [I:1][C:2]1[C:3]([CH3:10])=[N:4][N:5]([CH3:9])[C:6]=1[CH2:7][O:8][C:12]1[CH:17]=[CH:16][C:15]([C:18]([F:21])([F:20])[F:19])=[CH:14][CH:13]=1, predict the reactants needed to synthesize it. The reactants are: [I:1][C:2]1[C:3]([CH3:10])=[N:4][N:5]([CH3:9])[C:6]=1[CH2:7][OH:8].O[C:12]1[CH:17]=[CH:16][C:15]([C:18]([F:21])([F:20])[F:19])=[CH:14][CH:13]=1.N(C(OC(C)C)=O)=NC(OC(C)C)=O.C1(P(C2C=CC=CC=2)C2C=CC=CC=2)C=CC=CC=1. (2) Given the product [Cl:1][C:2]1[CH:11]=[C:10]2[C:5](=[CH:4][CH:3]=1)[CH2:6][CH2:7][CH:8]=[C:9]2[CH3:13], predict the reactants needed to synthesize it. The reactants are: [Cl:1][C:2]1[CH:11]=[C:10]2[C:5]([CH2:6][CH2:7][CH2:8][C:9]2=O)=[CH:4][CH:3]=1.[CH3:13][Mg]I. (3) Given the product [Cl:1][C:2]1[CH:10]=[CH:9][CH:8]=[C:7]([F:11])[C:3]=1[C:4]([NH:21][CH2:20][CH:19]([C:16]1[CH:15]=[CH:14][C:13]([F:12])=[CH:18][CH:17]=1)[C:22]1[CH:23]=[N:24][C:25]([C:28]([F:31])([F:29])[F:30])=[CH:26][CH:27]=1)=[O:6], predict the reactants needed to synthesize it. The reactants are: [Cl:1][C:2]1[CH:10]=[CH:9][CH:8]=[C:7]([F:11])[C:3]=1[C:4]([OH:6])=O.[F:12][C:13]1[CH:18]=[CH:17][C:16]([CH:19]([C:22]2[CH:23]=[N:24][C:25]([C:28]([F:31])([F:30])[F:29])=[CH:26][CH:27]=2)[CH2:20][NH2:21])=[CH:15][CH:14]=1. (4) Given the product [Br:1][C:2]1[CH:7]=[C:6]([C:8]([CH3:9])([CH3:11])[CH3:10])[CH:5]=[CH:4][C:3]=1[O:12][CH2:39][O:40][CH2:41][CH2:42][O:43][CH3:44], predict the reactants needed to synthesize it. The reactants are: [Br:1][C:2]1[CH:7]=[C:6]([C:8]([CH3:11])([CH3:10])[CH3:9])[CH:5]=[CH:4][C:3]=1[OH:12].BrC1C2OCN(C(C)(C)C)CC=2C=C(C(C)(C)C)C=1.C(N(CC)CC)C.[CH3:39][O:40][CH2:41][CH2:42][O:43][CH2:44]Cl.